Dataset: Catalyst prediction with 721,799 reactions and 888 catalyst types from USPTO. Task: Predict which catalyst facilitates the given reaction. (1) Reactant: C1CCC(N=C=NC2CCCCC2)CC1.[OH:16][C:17]([CH:19]([C:21]1[CH:30]=[CH:29][C:24]([CH2:25][CH:26]([CH3:28])[CH3:27])=[CH:23][CH:22]=1)[CH3:20])=[O:18].O[C:32]1[CH:52]=[CH:51][C:35]([C:36]([O:38][CH:39]2[CH2:44][O:43][CH:42]([C:45]3[CH:50]=[CH:49][CH:48]=[CH:47][CH:46]=3)[O:41][CH2:40]2)=[O:37])=[CH:34][CH:33]=1. Product: [CH2:25]([C:24]1[CH:23]=[CH:22][C:21]([CH:19]([CH3:20])[C:17]([O:16][C:32]2[CH:52]=[CH:51][C:35]([C:36]([O:38][CH:39]3[CH2:44][O:43][CH:42]([C:45]4[CH:50]=[CH:49][CH:48]=[CH:47][CH:46]=4)[O:41][CH2:40]3)=[O:37])=[CH:34][CH:33]=2)=[O:18])=[CH:30][CH:29]=1)[CH:26]([CH3:27])[CH3:28]. The catalyst class is: 79. (2) Reactant: C([O:4][C@@H:5]1[C@@H:10]([CH3:11])[CH2:9][C@@H:8]([C:12]2[CH:17]=[CH:16][N:15]=[CH:14][C:13]=2[NH2:18])[CH2:7][C@H:6]1[NH:19][C:20]([O:22][C:23](C)([CH3:25])[CH3:24])=[O:21])(=O)C.[CH3:27][C:28]([O:31][C:32](O[C:32]([O:31][C:28]([CH3:30])([CH3:29])[CH3:27])=[O:33])=[O:33])([CH3:30])[CH3:29].[C:42]([O-])([O-])=O.[K+].[K+]. Product: [C:28]([O:31][C:32]([NH:18][C:13]1[CH:14]=[N:15][CH:16]=[CH:17][C:12]=1[C@H:8]1[CH2:7][C@@H:6]([NH:19][C:20](=[O:21])[O:22][C:23]([CH3:25])([CH3:24])[CH3:42])[C@H:5]([OH:4])[C@@H:10]([CH3:11])[CH2:9]1)=[O:33])([CH3:30])([CH3:29])[CH3:27]. The catalyst class is: 12. (3) Reactant: [Cl:1][C:2]1[S:6][C:5]([C:7]2[N:8]=[C:9]([C:12](OCC)=[O:13])[S:10][CH:11]=2)=[CH:4][CH:3]=1.[BH4-].[Na+]. Product: [Cl:1][C:2]1[S:6][C:5]([C:7]2[N:8]=[C:9]([CH2:12][OH:13])[S:10][CH:11]=2)=[CH:4][CH:3]=1. The catalyst class is: 8. (4) Reactant: [Br:1][C:2]1[CH:8]=[CH:7][C:5](N)=[CH:4][CH:3]=1.N([O-])=O.[Na+].[N:13]1[CH:18]=[CH:17][CH:16]=[CH:15][CH:14]=1.C(=O)([O-])[O-].[Na+].[Na+]. Product: [Br:1][C:2]1[CH:8]=[CH:7][C:5]([C:14]2[CH:15]=[CH:16][CH:17]=[CH:18][N:13]=2)=[CH:4][CH:3]=1. The catalyst class is: 126. (5) Reactant: [Br:1][C:2]1[CH:7]=[CH:6][C:5]([OH:8])=[CH:4][CH:3]=1.[H-].[Na+].[C:11]([O:15][C:16](=[O:19])[CH2:17]Br)([CH3:14])([CH3:13])[CH3:12]. Product: [C:11]([O:15][C:16](=[O:19])[CH2:17][O:8][C:5]1[CH:6]=[CH:7][C:2]([Br:1])=[CH:3][CH:4]=1)([CH3:14])([CH3:13])[CH3:12]. The catalyst class is: 9. (6) Product: [Cl:19][C:20]1[C:25]([Cl:26])=[CH:24][CH:23]=[CH:22][C:21]=1[O:27][C@H:28]1[CH2:29][C@H:30]([NH:32][C:15]([C:9]2[C:10]3[N:11]([CH:12]=[CH:13][N:14]=3)[C:6]([CH2:5][O:4][CH2:3][O:2][CH3:1])=[CH:7][CH:8]=2)=[O:17])[CH2:31]1. The catalyst class is: 76. Reactant: [CH3:1][O:2][CH2:3][O:4][CH2:5][C:6]1[N:11]2[CH:12]=[CH:13][N:14]=[C:10]2[C:9]([C:15]([O:17]C)=O)=[CH:8][CH:7]=1.[Cl:19][C:20]1[C:25]([Cl:26])=[CH:24][CH:23]=[CH:22][C:21]=1[O:27][C@H:28]1[CH2:31][C@H:30]([NH2:32])[CH2:29]1.C1(C2CCCCCCCCC=2)CCCCCCNNN=1. (7) Reactant: [Cl:1][C:2]1[CH:3]=[C:4]([CH2:24][C:25]([O:27][CH2:28][CH3:29])=[O:26])[CH:5]=[C:6]([C:14]2[CH:19]=[CH:18][C:17]([C:20]([F:23])([F:22])[F:21])=[CH:16][CH:15]=2)[C:7]=1[O:8][CH2:9][C:10]([F:13])([F:12])[F:11].[H-].[Na+].[CH3:32][C:33]([CH3:40])([CH2:37][CH2:38]Br)[CH2:34][CH2:35]Br.[NH4+].[Cl-]. The catalyst class is: 3. Product: [Cl:1][C:2]1[CH:3]=[C:4]([C:24]2([C:25]([O:27][CH2:28][CH3:29])=[O:26])[CH2:38][CH2:37][C:33]([CH3:40])([CH3:32])[CH2:34][CH2:35]2)[CH:5]=[C:6]([C:14]2[CH:15]=[CH:16][C:17]([C:20]([F:21])([F:22])[F:23])=[CH:18][CH:19]=2)[C:7]=1[O:8][CH2:9][C:10]([F:13])([F:12])[F:11]. (8) Reactant: [CH3:1][C:2]1[CH:3]=[C:4]([C@@:8]([CH3:13])([OH:12])[C:9]([OH:11])=[O:10])[CH:5]=[CH:6][CH:7]=1.[N+](=[CH2:16])=[N-].CCOCC. Product: [CH3:1][C:2]1[CH:3]=[C:4]([C@@:8]([CH3:13])([OH:12])[C:9]([O:11][CH3:16])=[O:10])[CH:5]=[CH:6][CH:7]=1. The catalyst class is: 27.